From a dataset of Full USPTO retrosynthesis dataset with 1.9M reactions from patents (1976-2016). Predict the reactants needed to synthesize the given product. (1) Given the product [NH:6]1[C:7]2[C:12](=[CH:11][CH:10]=[CH:9][CH:8]=2)[C:4]([CH2:3][CH2:2][NH:1][CH2:34][C:31]2[S:32][CH:33]=[C:29]([CH2:28][CH2:27][CH2:26][CH2:25][CH2:24][NH:23][C:21](=[O:22])[CH2:20][O:19][CH2:18][C:17]3[CH:36]=[CH:37][C:14]([F:13])=[CH:15][CH:16]=3)[N:30]=2)=[CH:5]1, predict the reactants needed to synthesize it. The reactants are: [NH2:1][CH2:2][CH2:3][C:4]1[C:12]2[C:7](=[CH:8][CH:9]=[CH:10][CH:11]=2)[NH:6][CH:5]=1.[F:13][C:14]1[CH:37]=[CH:36][C:17]([CH2:18][O:19][CH2:20][C:21]([NH:23][CH2:24][CH2:25][CH2:26][CH2:27][CH2:28][C:29]2[N:30]=[C:31]([CH:34]=O)[S:32][CH:33]=2)=[O:22])=[CH:16][CH:15]=1.C(O[BH-](OC(=O)C)OC(=O)C)(=O)C.[Na+]. (2) Given the product [F:18][C:19]1[CH:20]=[C:21]([C:22]2[O:17][N:16]=[C:2]([CH:3]3[CH2:4][CH2:5][N:6]([C:9]([O:11][C:12]([CH3:14])([CH3:13])[CH3:15])=[O:10])[CH2:7][CH2:8]3)[N:1]=2)[CH:25]=[C:26]([F:28])[CH:27]=1, predict the reactants needed to synthesize it. The reactants are: [NH2:1][C:2](=[N:16][OH:17])[CH:3]1[CH2:8][CH2:7][N:6]([C:9]([O:11][C:12]([CH3:15])([CH3:14])[CH3:13])=[O:10])[CH2:5][CH2:4]1.[F:18][C:19]1[CH:20]=[C:21]([CH:25]=[C:26]([F:28])[CH:27]=1)[C:22](Cl)=O.C(N(CC)CC)C.C(OCC)(=O)C.